From a dataset of Full USPTO retrosynthesis dataset with 1.9M reactions from patents (1976-2016). Predict the reactants needed to synthesize the given product. (1) Given the product [Br:1][C:2]1[CH:3]=[C:4]([CH2:5][OH:6])[CH:10]=[CH:11][C:12]=1[CH:13]=[O:27], predict the reactants needed to synthesize it. The reactants are: [Br:1][C:2]1[CH:3]=[C:4]([CH:10]=[CH:11][C:12]=1[C:13]#N)[C:5](OCC)=[O:6].[H-].C([Al+]CC(C)C)C(C)C.CC(C)=[O:27].Cl. (2) Given the product [OH:5][C@@H:6]([C@H:8]1[CH2:12][O:11][C:10](=[O:13])[N:9]1[CH2:14][C:15]1[CH:20]=[CH:19][C:18]([O:21][CH3:22])=[CH:17][CH:16]=1)[CH3:7], predict the reactants needed to synthesize it. The reactants are: C([O:5][C@@H:6]([C@H:8]1[CH2:12][O:11][C:10](=[O:13])[N:9]1[CH2:14][C:15]1[CH:20]=[CH:19][C:18]([O:21][CH3:22])=[CH:17][CH:16]=1)[CH3:7])(C)(C)C.C(O)(C(F)(F)F)=O. (3) Given the product [CH3:31][C:21]1[CH:26]=[CH:25][C:24]([S:27]([O:13][CH2:12][N:5]2[CH:6]=[CH:7][C:3]([C:2]([F:9])([F:8])[F:1])=[N:4]2)(=[O:29])=[O:28])=[CH:23][CH:22]=1, predict the reactants needed to synthesize it. The reactants are: [F:1][C:2]([F:9])([F:8])[C:3]1[CH:7]=[CH:6][NH:5][N:4]=1.[H-].[Na+].[CH2:12]=[O:13].C(N(CC)CC)C.[C:21]1([CH3:31])[CH:26]=[CH:25][C:24]([S:27](Cl)(=[O:29])=[O:28])=[CH:23][CH:22]=1. (4) Given the product [CH3:29][O:28][C:26]([CH:16]1[CH2:17][NH:18][CH:13]([CH2:12][CH2:11][C:6]2[CH:7]=[N:8][CH:9]=[CH:10][C:5]=2[C:3]([O:2][CH3:1])=[O:4])[CH2:14][CH2:15]1)=[O:27], predict the reactants needed to synthesize it. The reactants are: [CH3:1][O:2][C:3]([C:5]1[CH:10]=[CH:9][N:8]=[CH:7][C:6]=1[CH2:11][CH2:12][CH:13]1[N:18](C(OC(C)(C)C)=O)[CH2:17][CH:16]([C:26]([O:28][CH3:29])=[O:27])[CH2:15][CH2:14]1)=[O:4].Cl.